From a dataset of Full USPTO retrosynthesis dataset with 1.9M reactions from patents (1976-2016). Predict the reactants needed to synthesize the given product. (1) Given the product [F:18][C:6]1[CH:5]=[C:4]([NH:19][C:21]2[CH:26]=[C:25]([C:27]3[CH:32]=[CH:31][N:30]=[CH:29][CH:28]=3)[N:24]=[C:23]([NH2:33])[N:22]=2)[CH:3]=[C:2]([F:1])[C:7]=1[O:8][C:9]1[CH:14]=[CH:13][N:12]=[C:11]2[NH:15][CH:16]=[CH:17][C:10]=12, predict the reactants needed to synthesize it. The reactants are: [F:1][C:2]1[CH:3]=[C:4]([NH2:19])[CH:5]=[C:6]([F:18])[C:7]=1[O:8][C:9]1[CH:14]=[CH:13][N:12]=[C:11]2[NH:15][CH:16]=[CH:17][C:10]=12.Cl[C:21]1[CH:26]=[C:25]([C:27]2[CH:32]=[CH:31][N:30]=[CH:29][CH:28]=2)[N:24]=[C:23]([NH2:33])[N:22]=1. (2) Given the product [Cl:1][C:2]1[C:3]2[N:10]([CH2:12][C:13]([NH2:15])=[O:14])[CH:9]=[CH:8][C:4]=2[N:5]=[CH:6][N:7]=1, predict the reactants needed to synthesize it. The reactants are: [Cl:1][C:2]1[C:3]2[NH:10][CH:9]=[CH:8][C:4]=2[N:5]=[CH:6][N:7]=1.Br[CH2:12][C:13]([NH2:15])=[O:14].C(=O)([O-])[O-].[Cs+].[Cs+].CN(C)C=O. (3) Given the product [CH2:16]([Si:15]([CH2:20][CH3:21])([CH2:18][CH3:19])[O:5][C:3](/[C:2](/[CH3:1])=[CH:6]/[CH3:7])=[CH2:4])[CH3:17], predict the reactants needed to synthesize it. The reactants are: [CH3:1]/[C:2](=[CH:6]\[CH3:7])/[C:3](=[O:5])[CH3:4].CCN(CC)CC.[Si:15](OS(C(F)(F)F)(=O)=O)([CH2:20][CH3:21])([CH2:18][CH3:19])[CH2:16][CH3:17].C([O-])(O)=O.[Na+]. (4) Given the product [Br:1][C:2]1[CH:7]=[CH:6][C:5]2[C:8]3[CH2:13][CH2:12][N:11]([CH2:14][CH2:31][F:32])[CH2:10][C:9]=3[S:21][C:4]=2[CH:3]=1, predict the reactants needed to synthesize it. The reactants are: [Br:1][C:2]1[CH:7]=[CH:6][C:5]2[C:8]3[CH2:13][CH2:12][N:11]([C:14](OC(C)(C)C)=O)[CH2:10][C:9]=3[S:21][C:4]=2[CH:3]=1.Cl.C([O-])([O-])=O.[K+].[K+].BrC[CH2:31][F:32].C([O-])(O)=O.[Na+].